From a dataset of Catalyst prediction with 721,799 reactions and 888 catalyst types from USPTO. Predict which catalyst facilitates the given reaction. (1) Reactant: Cl[C:2]1[N:7]([CH2:8][CH2:9][CH3:10])[C:6](=[O:11])[NH:5][C:4](=[O:12])[CH:3]=1.[C:13]1([NH:19][NH2:20])[CH:18]=[CH:17][CH:16]=[CH:15][CH:14]=1. Product: [C:13]1([NH:19][NH:20][C:2]2[N:7]([CH2:8][CH2:9][CH3:10])[C:6](=[O:11])[NH:5][C:4](=[O:12])[CH:3]=2)[CH:18]=[CH:17][CH:16]=[CH:15][CH:14]=1. The catalyst class is: 8. (2) Reactant: [Si:1]([O:18][C@@H:19]1[CH2:35][C@H:34]2[C@@:22]([CH3:45])([C@@H:23]3[C@@H:31]([C@@H:32]([OH:37])[C@@H:33]2[OH:36])[C@H:30]2[C@@:26]([CH3:44])([C@@:27]([C:39]4[O:40][CH:41]=[CH:42][CH:43]=4)([OH:38])[CH2:28][CH2:29]2)[CH2:25][CH2:24]3)[CH2:21][CH2:20]1)([C:14]([CH3:17])([CH3:16])[CH3:15])([C:8]1[CH:13]=[CH:12][CH:11]=[CH:10][CH:9]=1)[C:2]1[CH:7]=[CH:6][CH:5]=[CH:4][CH:3]=1.[BH4-].[Na+].CC(C)=O. Product: [Si:1]([O:18][C@H:19]1[CH2:20][CH2:21][C@@:22]([C@H:23]2[CH2:24][CH2:25][C@@:26]3([CH3:44])[C@@H:30]([CH2:29][CH2:28][C@:27]3([C:39]3[O:40][CH:41]=[CH:42][CH:43]=3)[OH:38])[C@@H:31]2[CH2:32][OH:37])([CH3:45])[C@@H:34]([CH2:33][OH:36])[CH2:35]1)([C:14]([CH3:15])([CH3:16])[CH3:17])([C:8]1[CH:13]=[CH:12][CH:11]=[CH:10][CH:9]=1)[C:2]1[CH:7]=[CH:6][CH:5]=[CH:4][CH:3]=1. The catalyst class is: 90. (3) Reactant: [F:1][C:2]1[N:7]=[C:6]([NH2:8])[CH:5]=[CH:4][CH:3]=1.[F:9][C:10]1[CH:11]=[C:12]([CH:18]=O)[CH:13]=[N:14][C:15]=1[O:16][CH3:17].C([SiH](CC)CC)C.FC(F)(F)C(O)=O. Product: [F:9][C:10]1[CH:11]=[C:12]([CH2:18][NH:8][C:6]2[CH:5]=[CH:4][CH:3]=[C:2]([F:1])[N:7]=2)[CH:13]=[N:14][C:15]=1[O:16][CH3:17]. The catalyst class is: 10. (4) Reactant: [N:1]1([CH2:6][CH:7]2[CH2:12][CH2:11][N:10](C(OC(C)(C)C)=O)[CH2:9][CH2:8]2)[CH:5]=[CH:4][CH:3]=[N:2]1. Product: [N:1]1([CH2:6][CH:7]2[CH2:8][CH2:9][NH:10][CH2:11][CH2:12]2)[CH:5]=[CH:4][CH:3]=[N:2]1. The catalyst class is: 89. (5) Reactant: [OH:1][C:2]1[CH:3]=[C:4]2[C:8](=[CH:9][CH:10]=1)[NH:7][CH:6]=[C:5]2[CH2:11][C:12](O)=[O:13].[H-].C([Al+]C(C)C)(C)C.[Na+].[Cl-]. Product: [OH:13][CH2:12][CH2:11][C:5]1[C:4]2[C:8](=[CH:9][CH:10]=[C:2]([OH:1])[CH:3]=2)[NH:7][CH:6]=1. The catalyst class is: 5. (6) Reactant: C([O:3][C:4]([C:6]1[O:10][C:9]([NH:11][C:12](=[O:29])[CH:13]([NH:17][C:18](=[O:28])[CH2:19][C:20]2[CH:25]=[C:24]([F:26])[CH:23]=[C:22]([F:27])[CH:21]=2)[CH2:14][CH2:15][CH3:16])=[N:8][C:7]=1[C:30]([F:33])([F:32])[F:31])=O)C.[BH4-].[Na+]. Product: [OH:3][CH2:4][C:6]1[O:10][C:9]([NH:11][C:12](=[O:29])[CH:13]([NH:17][C:18](=[O:28])[CH2:19][C:20]2[CH:25]=[C:24]([F:26])[CH:23]=[C:22]([F:27])[CH:21]=2)[CH2:14][CH2:15][CH3:16])=[N:8][C:7]=1[C:30]([F:32])([F:31])[F:33]. The catalyst class is: 5. (7) Reactant: C[O-].[Na+].[CH2:4]([O:6][CH:7]([O:10][CH2:11][CH3:12])[C:8]#[N:9])[CH3:5].[CH3:13][O:14][C:15]1[CH:22]=[CH:21][C:18]([CH2:19][NH2:20])=[CH:17][CH:16]=1. Product: [CH2:4]([O:6][CH:7]([O:10][CH2:11][CH3:12])[C:8](=[NH:9])[NH:20][CH2:19][C:18]1[CH:21]=[CH:22][C:15]([O:14][CH3:13])=[CH:16][CH:17]=1)[CH3:5]. The catalyst class is: 5. (8) Reactant: [Cl:1][C:2]1[CH:3]=[C:4]2[C:9](=[CH:10][CH:11]=1)[NH:8][C:7](=[O:12])[C:6]([C@H](N[S@@](C(C)(C)C)=O)C)=[CH:5]2.Cl.C(OCC)C. Product: [ClH:1].[Cl:1][C:2]1[CH:3]=[C:4]2[C:9](=[CH:10][CH:11]=1)[NH:8][C:7](=[O:12])[CH:6]=[CH:5]2. The catalyst class is: 5. (9) Reactant: [O:1]1[CH2:6][CH2:5][N:4]([C:7]2[N:12]3[N:13]=[CH:14][CH:15]=[C:11]3[N:10]=[C:9]([NH2:16])[CH:8]=2)[CH2:3][CH2:2]1.[Br:17][C:18]1[CH:26]=[CH:25][C:21]([C:22](Cl)=[O:23])=[CH:20][CH:19]=1.O. Product: [Br:17][C:18]1[CH:26]=[CH:25][C:21]([C:22]([NH:16][C:9]2[CH:8]=[C:7]([N:4]3[CH2:5][CH2:6][O:1][CH2:2][CH2:3]3)[N:12]3[N:13]=[CH:14][CH:15]=[C:11]3[N:10]=2)=[O:23])=[CH:20][CH:19]=1. The catalyst class is: 17. (10) Reactant: [CH2:1]([C:3]1[C:4]([O:25][CH3:26])=[CH:5][C:6]([O:23][CH3:24])=[C:7]([NH:9][C:10]2[CH:15]=[CH:14][C:13]([C:16]([F:19])([F:18])[F:17])=[CH:12][C:11]=2[N+:20]([O-])=O)[CH:8]=1)[CH3:2]. The catalyst class is: 171. Product: [CH2:1]([C:3]1[C:4]([O:25][CH3:26])=[CH:5][C:6]([O:23][CH3:24])=[C:7]([NH:9][C:10]2[C:11]([NH2:20])=[CH:12][C:13]([C:16]([F:17])([F:18])[F:19])=[CH:14][CH:15]=2)[CH:8]=1)[CH3:2].